Dataset: Forward reaction prediction with 1.9M reactions from USPTO patents (1976-2016). Task: Predict the product of the given reaction. (1) Given the reactants [C:1]1([N:7]2[C:11]([OH:12])=[CH:10][C:9]([CH:13]([CH3:15])[CH3:14])=[N:8]2)C=CC=CC=1.C[O:17][C:18](OC)(OC)[CH3:19], predict the reaction product. The product is: [OH:12][C:11]1[N:7]([CH3:1])[N:8]=[C:9]([CH:13]([CH3:14])[CH3:15])[C:10]=1[C:18](=[O:17])[CH3:19]. (2) Given the reactants [Cl:1][C:2]1[CH:3]=[C:4]([S:8]([NH:11][CH2:12][C:13]2[S:14][C:15]([C:18]3[CH:23]=[CH:22][CH:21]=[C:20]([S:24]([CH3:27])(=[O:26])=[O:25])[CH:19]=3)=[CH:16][CH:17]=2)(=[O:10])=[O:9])[CH:5]=[CH:6][CH:7]=1.[C:28](Cl)(=[O:35])[C:29]1[CH:34]=[CH:33][CH:32]=[CH:31][CH:30]=1.C(N(CC)C(C)C)(C)C, predict the reaction product. The product is: [C:28]([N:11]([CH2:12][C:13]1[S:14][C:15]([C:18]2[CH:23]=[CH:22][CH:21]=[C:20]([S:24]([CH3:27])(=[O:26])=[O:25])[CH:19]=2)=[CH:16][CH:17]=1)[S:8]([C:4]1[CH:5]=[CH:6][CH:7]=[C:2]([Cl:1])[CH:3]=1)(=[O:9])=[O:10])(=[O:35])[C:29]1[CH:34]=[CH:33][CH:32]=[CH:31][CH:30]=1.